This data is from Full USPTO retrosynthesis dataset with 1.9M reactions from patents (1976-2016). The task is: Predict the reactants needed to synthesize the given product. Given the product [CH:1]1([CH2:6][CH:7]([C:11]2[CH:16]=[CH:15][C:14]([C:17]#[C:18][CH2:19][O:20][CH3:21])=[CH:13][CH:12]=2)[C:8]([NH:38][C:39]2[S:40][CH:41]=[CH:42][N:43]=2)=[O:10])[CH2:2][CH2:3][CH2:4][CH2:5]1, predict the reactants needed to synthesize it. The reactants are: [CH:1]1([CH2:6][CH:7]([C:11]2[CH:16]=[CH:15][C:14]([C:17]#[C:18][CH2:19][O:20][CH3:21])=[CH:13][CH:12]=2)[C:8]([OH:10])=O)[CH2:5][CH2:4][CH2:3][CH2:2]1.N1C2C=CC=CC=2N=N1.C(N(CC)CC)C.[NH2:38][C:39]1[S:40][CH:41]=[CH:42][N:43]=1.